From a dataset of Reaction yield outcomes from USPTO patents with 853,638 reactions. Predict the reaction yield, written as a fraction of the theoretical maximum amount of product (1.0 means a 100% yield; for example, 0.34 means a 34% yield). (1) The reactants are C(=O)([O-])O.[Na+].Cl[C:7]1[N:8]=[CH:9][C:10]([C:13]([O:15]C)=[O:14])=[N:11][CH:12]=1.CC1(C)C(C)(C)OB([C:25]2[CH2:26][CH2:27][N:28]([C:31]([O:33][C:34]([CH3:37])([CH3:36])[CH3:35])=[O:32])[CH2:29][CH:30]=2)O1.C1(P(C2C=CC=CC=2)C2C=CC=CC=2)C=CC=CC=1. The catalyst is COCCOC.O.C([O-])(=O)C.[Pd+2].C([O-])(=O)C. The product is [CH3:37][C:34]([O:33][C:31]([N:28]1[CH2:27][CH:26]=[C:25]([C:7]2[N:8]=[CH:9][C:10]([C:13]([OH:15])=[O:14])=[N:11][CH:12]=2)[CH2:30][CH2:29]1)=[O:32])([CH3:35])[CH3:36]. The yield is 1.00. (2) The reactants are Cl[C:2]1[N:7]=[C:6]([NH2:8])[CH:5]=[N:4][CH:3]=1.[H-].[Na+].[CH3:11][C:12]1([CH3:19])[O:16][C@H:15]([CH2:17][OH:18])[CH2:14][O:13]1. The catalyst is O1CCCC1. The product is [CH3:11][C:12]1([CH3:19])[O:16][C@H:15]([CH2:17][O:18][C:2]2[N:7]=[C:6]([NH2:8])[CH:5]=[N:4][CH:3]=2)[CH2:14][O:13]1. The yield is 0.310. (3) The reactants are [C:1]([C:5]1[C:6]([O:18][CH3:19])=[C:7]([CH:12]=[C:13]([N+:15]([O-])=O)[CH:14]=1)[C:8]([O:10][CH3:11])=[O:9])([CH3:4])([CH3:3])[CH3:2].[Cl-].[NH4+].O. The catalyst is [Fe].CO. The product is [NH2:15][C:13]1[CH:14]=[C:5]([C:1]([CH3:4])([CH3:3])[CH3:2])[C:6]([O:18][CH3:19])=[C:7]([CH:12]=1)[C:8]([O:10][CH3:11])=[O:9]. The yield is 1.00. (4) The reactants are [OH:1][C:2]1[C:3]([C:17](=O)[CH3:18])=[N:4][N:5]([CH3:16])[C:6]=1[C:7]1[CH:12]=[CH:11][C:10]([CH2:13][CH2:14][CH3:15])=[CH:9][CH:8]=1.[NH:20]([C:22]([NH:24][C:25]1[CH:33]=[CH:32][C:28]([C:29]([OH:31])=[O:30])=[CH:27][CH:26]=1)=[S:23])[NH2:21].CN(C)C=O. The catalyst is Cl.O. The product is [OH:1][C:2]1[C:3]([C:17](=[N:21][NH:20][C:22]([NH:24][C:25]2[CH:33]=[CH:32][C:28]([C:29]([OH:31])=[O:30])=[CH:27][CH:26]=2)=[S:23])[CH3:18])=[N:4][N:5]([CH3:16])[C:6]=1[C:7]1[CH:12]=[CH:11][C:10]([CH2:13][CH2:14][CH3:15])=[CH:9][CH:8]=1. The yield is 0.790. (5) The reactants are [H-].[Na+].CN(C=O)C.[CH3:8][O:9][C:10]1[CH:17]=[CH:16][C:13]([CH2:14][OH:15])=[CH:12][CH:11]=1.F[C:19]1[CH:24]=[C:23]([I:25])[CH:22]=[CH:21][N:20]=1. The catalyst is O. The product is [I:25][C:23]1[CH:22]=[CH:21][N:20]=[C:19]([O:15][CH2:14][C:13]2[CH:16]=[CH:17][C:10]([O:9][CH3:8])=[CH:11][CH:12]=2)[CH:24]=1. The yield is 0.680. (6) The reactants are [C:1]1([C:21]2[CH:26]=[CH:25][CH:24]=[CH:23][CH:22]=2)[CH:6]=[CH:5][C:4]([O:7][CH2:8][C:9]([NH:11][C:12]2[CH:16]=[CH:15][S:14][C:13]=2[C:17]([O:19]C)=[O:18])=[O:10])=[CH:3][CH:2]=1.O.[OH-].[Li+]. The catalyst is CO.C1COCC1.O. The product is [C:1]1([C:21]2[CH:26]=[CH:25][CH:24]=[CH:23][CH:22]=2)[CH:2]=[CH:3][C:4]([O:7][CH2:8][C:9]([NH:11][C:12]2[CH:16]=[CH:15][S:14][C:13]=2[C:17]([OH:19])=[O:18])=[O:10])=[CH:5][CH:6]=1. The yield is 0.470.